The task is: Regression. Given two drug SMILES strings and cell line genomic features, predict the synergy score measuring deviation from expected non-interaction effect.. This data is from NCI-60 drug combinations with 297,098 pairs across 59 cell lines. (1) Drug 1: CC1C(C(CC(O1)OC2CC(CC3=C2C(=C4C(=C3O)C(=O)C5=C(C4=O)C(=CC=C5)OC)O)(C(=O)CO)O)N)O.Cl. Drug 2: CC1CCCC2(C(O2)CC(NC(=O)CC(C(C(=O)C(C1O)C)(C)C)O)C(=CC3=CSC(=N3)C)C)C. Cell line: NCI-H322M. Synergy scores: CSS=32.7, Synergy_ZIP=0.169, Synergy_Bliss=-1.61, Synergy_Loewe=-23.3, Synergy_HSA=-2.15. (2) Drug 1: CNC(=O)C1=NC=CC(=C1)OC2=CC=C(C=C2)NC(=O)NC3=CC(=C(C=C3)Cl)C(F)(F)F. Drug 2: C1C(C(OC1N2C=NC(=NC2=O)N)CO)O. Cell line: PC-3. Synergy scores: CSS=19.0, Synergy_ZIP=-2.26, Synergy_Bliss=2.33, Synergy_Loewe=6.62, Synergy_HSA=7.01.